Task: Predict which catalyst facilitates the given reaction.. Dataset: Catalyst prediction with 721,799 reactions and 888 catalyst types from USPTO (1) Product: [Br:36][CH2:1][CH2:2]/[CH:3]=[CH:4]\[CH2:5][CH2:6][CH2:7][CH3:8]. Reactant: [CH2:1](O)[CH2:2]/[CH:3]=[CH:4]\[CH2:5][CH2:6][CH2:7][CH3:8].C1(P(C2C=CC=CC=2)C2C=CC=CC=2)C=CC=CC=1.C1C(=O)N([Br:36])C(=O)C1. The catalyst class is: 3. (2) Reactant: [N:1]1[CH:6]=[CH:5][C:4]([N:7]2[CH:11]=[N:10][N:9]=[C:8]2[C:12]2[CH:17]=[CH:16][C:15]([OH:18])=[CH:14][CH:13]=2)=[CH:3][CH:2]=1.C(=O)([O-])[O-].[Cs+].[Cs+].Cl[CH2:26][C:27]1[CH:36]=[CH:35][C:34]2[C:29](=[CH:30][CH:31]=[CH:32][CH:33]=2)[N:28]=1.O. Product: [N:1]1[CH:2]=[CH:3][C:4]([N:7]2[CH:11]=[N:10][N:9]=[C:8]2[C:12]2[CH:17]=[CH:16][C:15]([O:18][CH2:26][C:27]3[CH:36]=[CH:35][C:34]4[C:29](=[CH:30][CH:31]=[CH:32][CH:33]=4)[N:28]=3)=[CH:14][CH:13]=2)=[CH:5][CH:6]=1. The catalyst class is: 9. (3) Reactant: [C:1]([C:3]1[CH:4]=[C:5]([CH3:16])[C:6]([C:9]([O:11]C(C)(C)C)=[O:10])=[N:7][CH:8]=1)#[N:2].C(O)(C(F)(F)F)=O. Product: [C:1]([C:3]1[CH:4]=[C:5]([CH3:16])[C:6]([C:9]([OH:11])=[O:10])=[N:7][CH:8]=1)#[N:2]. The catalyst class is: 2. (4) Reactant: [Br:1][C:2]1[CH:7]=[C:6]([CH2:8]Br)[CH:5]=[C:4]([Br:10])[CH:3]=1.[C:11]1(=[O:21])[NH:15][C:14](=[O:16])[C:13]2=[CH:17][CH:18]=[CH:19][CH:20]=[C:12]12.[K]. Product: [Br:1][C:2]1[CH:7]=[C:6]([CH:5]=[C:4]([Br:10])[CH:3]=1)[CH2:8][N:15]1[C:11](=[O:21])[C:12]2[C:13](=[CH:17][CH:18]=[CH:19][CH:20]=2)[C:14]1=[O:16]. The catalyst class is: 3. (5) Reactant: [Cl:1][C:2]1[CH:7]=[CH:6][CH:5]=[C:4]([F:8])[C:3]=1[CH:9]([OH:26])[CH2:10][C:11]1[CH:12]=[C:13]([CH:20]=[CH:21][C:22]=1[N+:23]([O-:25])=[O:24])[C:14]([O:16][CH2:17][CH:18]=[CH2:19])=[O:15].CC(OI1(OC(C)=O)(OC(C)=O)OC(=O)C2C=CC=CC1=2)=O. Product: [Cl:1][C:2]1[CH:7]=[CH:6][CH:5]=[C:4]([F:8])[C:3]=1[C:9](=[O:26])[CH2:10][C:11]1[CH:12]=[C:13]([CH:20]=[CH:21][C:22]=1[N+:23]([O-:25])=[O:24])[C:14]([O:16][CH2:17][CH:18]=[CH2:19])=[O:15]. The catalyst class is: 2. (6) Reactant: [C:1]([O:5][C:6]([NH:8][C:9]1[N:14]=[CH:13][C:12]([CH2:15][C:16](OCC)=[O:17])=[CH:11][CH:10]=1)=[O:7])([CH3:4])([CH3:3])[CH3:2].[Li+].[BH4-].CO. Product: [OH:17][CH2:16][CH2:15][C:12]1[CH:11]=[CH:10][C:9]([NH:8][C:6](=[O:7])[O:5][C:1]([CH3:3])([CH3:2])[CH3:4])=[N:14][CH:13]=1. The catalyst class is: 1. (7) Reactant: [NH2:1][CH2:2][C:3]1[N:7]=[C:6]([C@H:8]([CH2:17][CH2:18][CH2:19][CH:20]2[CH2:25][CH2:24][CH2:23][CH2:22][CH2:21]2)[CH2:9][C:10]([O:12][C:13]([CH3:16])([CH3:15])[CH3:14])=[O:11])[O:5][N:4]=1.[C:26]([NH:30][S:31](Cl)(=[O:33])=[O:32])([CH3:29])([CH3:28])[CH3:27]. Product: [C:26]([NH:30][S:31]([NH:1][CH2:2][C:3]1[N:7]=[C:6]([C@H:8]([CH2:17][CH2:18][CH2:19][CH:20]2[CH2:21][CH2:22][CH2:23][CH2:24][CH2:25]2)[CH2:9][C:10]([O:12][C:13]([CH3:15])([CH3:16])[CH3:14])=[O:11])[O:5][N:4]=1)(=[O:33])=[O:32])([CH3:29])([CH3:28])[CH3:27]. The catalyst class is: 17.